This data is from Peptide-MHC class I binding affinity with 185,985 pairs from IEDB/IMGT. The task is: Regression. Given a peptide amino acid sequence and an MHC pseudo amino acid sequence, predict their binding affinity value. This is MHC class I binding data. (1) The peptide sequence is GVFPINESF. The MHC is HLA-B46:01 with pseudo-sequence HLA-B46:01. The binding affinity (normalized) is 0.0847. (2) The peptide sequence is CIDFYSRIR. The MHC is HLA-A03:02 with pseudo-sequence HLA-A03:02. The binding affinity (normalized) is 0.482.